Dataset: Forward reaction prediction with 1.9M reactions from USPTO patents (1976-2016). Task: Predict the product of the given reaction. (1) The product is: [CH2:24]([N:8]([CH2:1][C:2]1[CH:3]=[CH:4][CH:5]=[CH:6][CH:7]=1)[C@@H:9]1[C:15](=[O:16])[N:14]([CH2:39][C:40]([F:43])([F:42])[F:41])[C:13]2[CH:17]=[C:18]([F:21])[CH:19]=[CH:20][C:12]=2[O:11][C@@H:10]1[CH2:22][CH3:23])[C:25]1[CH:30]=[CH:29][CH:28]=[CH:27][CH:26]=1. Given the reactants [CH2:1]([N:8]([CH2:24][C:25]1[CH:30]=[CH:29][CH:28]=[CH:27][CH:26]=1)[C@@H:9]1[C:15](=[O:16])[NH:14][C:13]2[CH:17]=[C:18]([F:21])[CH:19]=[CH:20][C:12]=2[O:11][C@@H:10]1[CH2:22][CH3:23])[C:2]1[CH:7]=[CH:6][CH:5]=[CH:4][CH:3]=1.O([CH2:39][C:40]([F:43])([F:42])[F:41])S(C(F)(F)F)(=O)=O.C(=O)([O-])[O-].[Cs+].[Cs+], predict the reaction product. (2) Given the reactants [NH2:1][C:2]1[N:7]=[CH:6][C:5]([C:8]2[CH:16]=[CH:15][CH:14]=[C:13]3[C:9]=2[CH2:10][C:11](=[O:17])[NH:12]3)=[CH:4][CH:3]=1.[CH2:18]([O:20][C:21]([C:23]1[C:27]([CH2:28][CH2:29][CH2:30][N:31]2[CH2:36][CH2:35][N:34]([CH3:37])[CH2:33][CH2:32]2)=[C:26]([CH:38]=O)[NH:25][C:24]=1[CH3:40])=[O:22])[CH3:19], predict the reaction product. The product is: [CH2:18]([O:20][C:21]([C:23]1[C:27]([CH2:28][CH2:29][CH2:30][N:31]2[CH2:36][CH2:35][N:34]([CH3:37])[CH2:33][CH2:32]2)=[C:26]([CH:38]=[C:10]2[C:9]3[C:13](=[CH:14][CH:15]=[CH:16][C:8]=3[C:5]3[CH:6]=[N:7][C:2]([NH2:1])=[CH:3][CH:4]=3)[NH:12][C:11]2=[O:17])[NH:25][C:24]=1[CH3:40])=[O:22])[CH3:19]. (3) Given the reactants [CH2:1]([N:8]1[CH:14]2[CH2:15][CH:10]([O:11][C:12]3[CH:19]=[C:18]([OH:20])[CH:17]=[CH:16][C:13]=32)[CH2:9]1)[C:2]1[CH:7]=[CH:6][CH:5]=[CH:4][CH:3]=1.C(N(CC)CC)C.[C:28]([S:32](O[S:32]([C:28]([F:31])([F:30])[F:29])(=[O:34])=[O:33])(=[O:34])=[O:33])([F:31])([F:30])[F:29], predict the reaction product. The product is: [F:29][C:28]([F:31])([F:30])[S:32]([O:20][C:18]1[CH:17]=[CH:16][C:13]2[CH:14]3[CH2:15][CH:10]([O:11][C:12]=2[CH:19]=1)[CH2:9][N:8]3[CH2:1][C:2]1[CH:3]=[CH:4][CH:5]=[CH:6][CH:7]=1)(=[O:34])=[O:33].